This data is from Full USPTO retrosynthesis dataset with 1.9M reactions from patents (1976-2016). The task is: Predict the reactants needed to synthesize the given product. (1) Given the product [CH2:11]([O:1][C:2]1[CH:10]=[CH:9][CH:8]=[C:7]2[C:3]=1[CH:4]=[CH:5][NH:6]2)[CH3:12], predict the reactants needed to synthesize it. The reactants are: [OH:1][C:2]1[CH:10]=[CH:9][CH:8]=[C:7]2[C:3]=1[CH:4]=[CH:5][NH:6]2.[CH2:11](Br)[CH3:12].C([O-])([O-])=O.[Cs+].[Cs+]. (2) Given the product [CH3:13][N:8]1[CH2:7][C:6]([CH3:15])([CH3:16])[C:5]2[C:10](=[CH:11][C:2]([NH2:1])=[CH:3][CH:4]=2)[CH2:9]1, predict the reactants needed to synthesize it. The reactants are: [NH2:1][C:2]1([N+]([O-])=O)[CH:11]=[C:10]2[C:5]([C:6]([CH3:16])([CH3:15])[C:7](=O)[N:8]([CH3:13])[C:9]2=O)=[CH:4][CH2:3]1.B.C1COCC1.CO.